This data is from Full USPTO retrosynthesis dataset with 1.9M reactions from patents (1976-2016). The task is: Predict the reactants needed to synthesize the given product. Given the product [CH2:1]([O:3][C@H:4]1[CH2:8][N:7]([C:9]2[S:37][CH:12]=[CH:11][N:10]=2)[CH2:6][C@H:5]1[NH:15][C:16]1[C:21]([CH2:22][CH3:23])=[N:20][C:19]([C:24]2[C:25]([CH3:32])=[N:26][C:27]([O:30][CH3:31])=[CH:28][CH:29]=2)=[C:18]([CH2:33][CH3:34])[N:17]=1)[CH3:2], predict the reactants needed to synthesize it. The reactants are: [CH2:1]([O:3][C@H:4]1[CH2:8][N:7]([C:9]2N=C[CH:12]=[CH:11][N:10]=2)[CH2:6][C@H:5]1[NH:15][C:16]1[C:21]([CH2:22][CH3:23])=[N:20][C:19]([C:24]2[C:25]([CH3:32])=[N:26][C:27]([O:30][CH3:31])=[CH:28][CH:29]=2)=[C:18]([CH2:33][CH3:34])[N:17]=1)[CH3:2].BrC1[S:37]C=CN=1.